From a dataset of Full USPTO retrosynthesis dataset with 1.9M reactions from patents (1976-2016). Predict the reactants needed to synthesize the given product. Given the product [NH2:34][CH2:33][CH:32]1[CH2:14][CH2:13][N:12]([C:6]2[C:5]([F:9])=[CH:4][N:3]=[C:2]([NH:17][C:18]3[CH:26]=[C:25]4[C:21]([CH:22]=[N:23][NH:24]4)=[CH:20][CH:19]=3)[N:7]=2)[CH2:15][CH2:16]1, predict the reactants needed to synthesize it. The reactants are: Cl[C:2]1[N:7]=[C:6](Cl)[C:5]([F:9])=[CH:4][N:3]=1.C([N:12]([CH2:15][CH3:16])[CH2:13][CH3:14])C.[NH2:17][C:18]1[CH:26]=[C:25]2[C:21]([CH:22]=[N:23][NH:24]2)=[CH:20][CH:19]=1.C(O)CCC.[CH3:32][C:33]#[N:34].